This data is from Reaction yield outcomes from USPTO patents with 853,638 reactions. The task is: Predict the reaction yield, written as a fraction of the theoretical maximum amount of product (1.0 means a 100% yield; for example, 0.34 means a 34% yield). (1) The reactants are [CH3:1][C:2]1[CH:10]=[C:9]2[C:5]([CH:6]=[CH:7][NH:8]2)=[CH:4][CH:3]=1.C([Mg]Br)C.[CH3:15][C:16]1([CH3:24])[C:18]([CH3:20])([CH3:19])[CH:17]1[C:21](Cl)=[O:22]. The catalyst is ClCCl.[Cl-].[Zn+2].[Cl-]. The product is [CH3:1][C:2]1[CH:10]=[C:9]2[C:5]([C:6]([C:21]([CH:17]3[C:18]([CH3:20])([CH3:19])[C:16]3([CH3:24])[CH3:15])=[O:22])=[CH:7][NH:8]2)=[CH:4][CH:3]=1. The yield is 0.650. (2) The reactants are [NH2:1][C:2]([CH2:29][C:30]1[CH:35]=[CH:34][C:33]([C:36]2[CH:41]=[CH:40][CH:39]=[CH:38][N:37]=2)=[CH:32][CH:31]=1)=[CH:3][C:4](=[O:28])[C@@H:5]([N:13]([CH2:21][C:22]1[CH:27]=[CH:26][CH:25]=[CH:24][CH:23]=1)[CH2:14][C:15]1[CH:20]=[CH:19][CH:18]=[CH:17][CH:16]=1)[CH2:6][C:7]1[CH:12]=[CH:11][CH:10]=[CH:9][CH:8]=1.CS(O)(=O)=O.O([BH-](OC(C)=O)OC(C)=O)C(C)=O.[Na+].N(CCO)(CCO)CCO.[BH4-].[Na+]. The catalyst is ClCCl.O.C(O)(C)C.CC(N(C)C)=O. The product is [NH2:1][C@@H:2]([CH2:29][C:30]1[CH:31]=[CH:32][C:33]([C:36]2[CH:41]=[CH:40][CH:39]=[CH:38][N:37]=2)=[CH:34][CH:35]=1)[CH2:3][C@H:4]([OH:28])[C@@H:5]([N:13]([CH2:21][C:22]1[CH:23]=[CH:24][CH:25]=[CH:26][CH:27]=1)[CH2:14][C:15]1[CH:20]=[CH:19][CH:18]=[CH:17][CH:16]=1)[CH2:6][C:7]1[CH:8]=[CH:9][CH:10]=[CH:11][CH:12]=1. The yield is 0.835. (3) The reactants are [C:1]([C:3]1[CH:8]=[CH:7][C:6]([CH2:9]Br)=[C:5]([O:11][CH2:12][CH3:13])[CH:4]=1)#[N:2].CN(C=O)C.[OH:19][N:20]1[C:24](=[O:25])[C:23]2=[CH:26][CH:27]=[CH:28][CH:29]=[C:22]2[C:21]1=[O:30].C(=O)([O-])[O-].[K+].[K+]. The catalyst is O. The product is [C:1]([C:3]1[CH:8]=[CH:7][C:6]([CH2:9][O:19][N:20]2[C:21](=[O:30])[C:22]3=[CH:29][CH:28]=[CH:27][CH:26]=[C:23]3[C:24]2=[O:25])=[C:5]([O:11][CH2:12][CH3:13])[CH:4]=1)#[N:2]. The yield is 0.990. (4) The reactants are [N:1]1[CH:6]=[CH:5][N:4]=[CH:3][C:2]=1[S:7](Cl)(=[O:9])=[O:8].[N:11]1[CH:16]=[CH:15][CH:14]=[CH:13][CH:12]=1. The catalyst is CN(C1C=CN=CC=1)C.C(Cl)Cl. The product is [N:11]1[C:16]2[C:15](=[CH:15][CH:14]=[CH:13][C:12]=2[NH:11][S:7]([C:2]2[CH:3]=[N:4][CH:5]=[CH:6][N:1]=2)(=[O:9])=[O:8])[CH:14]=[CH:13][CH:12]=1. The yield is 0.130.